Task: Predict which catalyst facilitates the given reaction.. Dataset: Catalyst prediction with 721,799 reactions and 888 catalyst types from USPTO Reactant: [CH:1]1([CH2:7][O:8][C:9]2[C:10]3[N:11]([C:15]([C:19]([OH:21])=O)=[C:16]([CH3:18])[N:17]=3)[CH:12]=[CH:13][CH:14]=2)[CH2:6][CH2:5][CH2:4][CH2:3][CH2:2]1.C(Cl)(=O)C([Cl:25])=O. Product: [ClH:25].[CH:1]1([CH2:7][O:8][C:9]2[C:10]3[N:11]([C:15]([C:19]([Cl:25])=[O:21])=[C:16]([CH3:18])[N:17]=3)[CH:12]=[CH:13][CH:14]=2)[CH2:6][CH2:5][CH2:4][CH2:3][CH2:2]1. The catalyst class is: 139.